Dataset: Catalyst prediction with 721,799 reactions and 888 catalyst types from USPTO. Task: Predict which catalyst facilitates the given reaction. (1) Reactant: [CH2:1]([OH:7])[CH2:2][CH2:3][CH2:4][C:5]#[CH:6].[CH3:8][C:9]1[CH:14]=[CH:13][C:12]([S:15](Cl)(=[O:17])=[O:16])=[CH:11][CH:10]=1. Product: [CH3:8][C:9]1[CH:14]=[CH:13][C:12]([S:15]([O:7][CH2:1][CH2:2][CH2:3][CH2:4][C:5]#[CH:6])(=[O:17])=[O:16])=[CH:11][CH:10]=1. The catalyst class is: 2. (2) Reactant: [Li+].C[Si]([N-][Si](C)(C)C)(C)C.[CH3:11][N:12]1[CH2:17][CH2:16][N:15]([C:18]2[CH:32]=[CH:31][C:21]3[NH:22][C:23]([CH2:25][C:26]([O:28]CC)=O)=[N:24][C:20]=3[CH:19]=2)[CH2:14][CH2:13]1.[NH2:33][C:34]1[C:35]([C:40]#[N:41])=[N:36][CH:37]=[CH:38][CH:39]=1. Product: [NH2:41][C:40]1[C:35]2[C:34](=[CH:39][CH:38]=[CH:37][N:36]=2)[NH:33][C:26](=[O:28])[C:25]=1[C:23]1[NH:22][C:21]2[CH:31]=[CH:32][C:18]([N:15]3[CH2:14][CH2:13][N:12]([CH3:11])[CH2:17][CH2:16]3)=[CH:19][C:20]=2[N:24]=1. The catalyst class is: 1. (3) Reactant: [O-:1][C:2]#[N:3].[K+].Cl.[CH3:6][O:7][C:8]1[CH:13]=[CH:12][C:11]([NH:14][NH2:15])=[CH:10][CH:9]=1. Product: [CH3:6][O:7][C:8]1[CH:13]=[CH:12][C:11]([NH:14][NH:15][C:2]([NH2:3])=[O:1])=[CH:10][CH:9]=1. The catalyst class is: 6. (4) Reactant: [H-].[Na+].[CH:3]1([CH2:6][NH:7][C:8](=[O:14])[CH2:9]P(=O)([O-])[O-])[CH2:5][CH2:4]1.[F:15][C:16]([F:34])([F:33])[C:17]1[CH:18]=[C:19]([C:23]([N:26]2[CH2:31][CH2:30][C:29](=O)[CH2:28][CH2:27]2)([CH3:25])[CH3:24])[CH:20]=[CH:21][CH:22]=1. Product: [CH:3]1([CH2:6][NH:7][C:8](=[O:14])[CH:9]=[C:29]2[CH2:28][CH2:27][N:26]([C:23]([C:19]3[CH:20]=[CH:21][CH:22]=[C:17]([C:16]([F:34])([F:15])[F:33])[CH:18]=3)([CH3:25])[CH3:24])[CH2:31][CH2:30]2)[CH2:5][CH2:4]1. The catalyst class is: 1.